Dataset: Full USPTO retrosynthesis dataset with 1.9M reactions from patents (1976-2016). Task: Predict the reactants needed to synthesize the given product. (1) Given the product [CH3:1][O:2][C:3]([C:5]1[S:6][CH:7]=[CH:8][C:9]=1[NH:10][C:3](=[O:2])[CH2:5][C:9]#[N:10])=[O:4], predict the reactants needed to synthesize it. The reactants are: [CH3:1][O:2][C:3]([C:5]1[S:6][CH:7]=[CH:8][C:9]=1[NH2:10])=[O:4]. (2) Given the product [OH:12][C:4]1[CH:3]=[C:2]([NH:1][S:21]([C:18]2[CH:17]=[CH:16][C:15]([C:14]([F:13])([F:25])[F:26])=[CH:20][CH:19]=2)(=[O:23])=[O:22])[CH:11]=[CH:10][C:5]=1[C:6]([O:8][CH3:9])=[O:7], predict the reactants needed to synthesize it. The reactants are: [NH2:1][C:2]1[CH:3]=[C:4]([OH:12])[C:5](=[CH:10][CH:11]=1)[C:6]([O:8][CH3:9])=[O:7].[F:13][C:14]([F:26])([F:25])[C:15]1[CH:20]=[CH:19][C:18]([S:21](Cl)(=[O:23])=[O:22])=[CH:17][CH:16]=1. (3) Given the product [CH2:1]([N:3]1[C:12]2[C:7](=[N:8][CH:9]=[C:10]([CH2:13][C:14]3[CH:15]=[CH:16][C:17]([F:20])=[CH:18][CH:19]=3)[CH:11]=2)[C:6]([OH:21])=[C:5]([C:22]([NH:28][CH2:29][CH2:30][N:31]2[CH2:35][CH2:34][NH:33][C:32]2=[O:36])=[O:23])[C:4]1=[O:27])[CH3:2], predict the reactants needed to synthesize it. The reactants are: [CH2:1]([N:3]1[C:12]2[C:7](=[N:8][CH:9]=[C:10]([CH2:13][C:14]3[CH:19]=[CH:18][C:17]([F:20])=[CH:16][CH:15]=3)[CH:11]=2)[C:6]([OH:21])=[C:5]([C:22](OCC)=[O:23])[C:4]1=[O:27])[CH3:2].[NH2:28][CH2:29][CH2:30][N:31]1[CH2:35][CH2:34][NH:33][C:32]1=[O:36]. (4) Given the product [CH3:45][N:1]([C:2]1[CH:7]=[C:6]([CH2:8][O:9][C:10]2[C:19]3[C:14](=[CH:15][CH:16]=[CH:17][CH:18]=3)[C:13]([NH:20][C:21]([NH:23][C:24]3[N:28]([C:29]4[CH:30]=[CH:31][C:32]([CH3:35])=[CH:33][CH:34]=4)[N:27]=[C:26]([C:36]([CH3:39])([CH3:38])[CH3:37])[CH:25]=3)=[O:22])=[CH:12][CH:11]=2)[CH:5]=[CH:4][N:3]=1)[C:42]([NH2:41])=[O:43], predict the reactants needed to synthesize it. The reactants are: [NH2:1][C:2]1[CH:7]=[C:6]([CH2:8][O:9][C:10]2[C:19]3[C:14](=[CH:15][CH:16]=[CH:17][CH:18]=3)[C:13]([NH:20][C:21]([NH:23][C:24]3[N:28]([C:29]4[CH:34]=[CH:33][C:32]([CH3:35])=[CH:31][CH:30]=4)[N:27]=[C:26]([C:36]([CH3:39])([CH3:38])[CH3:37])[CH:25]=3)=[O:22])=[CH:12][CH:11]=2)[CH:5]=[CH:4][N:3]=1.C[N:41]=[C:42]=[O:43].N1C=CC=C[CH:45]=1. (5) The reactants are: [CH2:1]([O:8][C:9]1[CH:14]=[CH:13][C:12](Br)=[C:11]([O:16][C:17]([F:20])([F:19])[F:18])[CH:10]=1)[C:2]1[CH:7]=[CH:6][CH:5]=[CH:4][CH:3]=1.C([Li])CCC.C[O:27][B:28](OC)[O:29]C. Given the product [CH2:1]([O:8][C:9]1[CH:14]=[CH:13][C:12]([B:28]([OH:29])[OH:27])=[C:11]([O:16][C:17]([F:20])([F:19])[F:18])[CH:10]=1)[C:2]1[CH:7]=[CH:6][CH:5]=[CH:4][CH:3]=1, predict the reactants needed to synthesize it. (6) Given the product [ClH:25].[F:1][C:2]1[CH:7]=[CH:6][CH:5]=[CH:4][C:3]=1[N:8]1[C:17]2[C:12](=[CH:13][CH:14]=[CH:15][CH:16]=2)[N:11]=[C:10]([N:18]2[CH2:19][CH2:20][NH:21][CH2:22][CH2:23]2)[C:9]1=[O:24], predict the reactants needed to synthesize it. The reactants are: [F:1][C:2]1[CH:7]=[CH:6][CH:5]=[CH:4][C:3]=1[N:8]1[C:17]2[C:12](=[CH:13][CH:14]=[CH:15][CH:16]=2)[N:11]=[C:10]([N:18]2[CH2:23][CH2:22][NH:21][CH2:20][CH2:19]2)[C:9]1=[O:24].[ClH:25].CCOCC.CO. (7) Given the product [CH2:1]([O:8][N:9]=[C:10]1[CH2:14][N:13]([C:15](=[O:17])[CH2:27][O:26][CH3:25])[C@H:12]([C:22]([NH:46][C:42]2[CH:43]=[CH:44][C:45]3[N:33]([CH2:31][CH3:32])[C:34]4[C:39]([C:40]=3[CH:41]=2)=[CH:38][CH:37]=[CH:36][CH:35]=4)=[O:24])[CH2:11]1)[C:2]1[CH:3]=[CH:4][CH:5]=[CH:6][CH:7]=1, predict the reactants needed to synthesize it. The reactants are: [CH2:1]([O:8][N:9]=[C:10]1[CH2:14][N:13]([C:15]([O:17]C(C)(C)C)=O)[C@H:12]([C:22]([OH:24])=O)[CH2:11]1)[C:2]1[CH:7]=[CH:6][CH:5]=[CH:4][CH:3]=1.[CH3:25][O:26][CH2:27]C(Cl)=O.[CH2:31]([N:33]1[C:45]2[CH:44]=[CH:43][C:42]([NH2:46])=[CH:41][C:40]=2[C:39]2[C:34]1=[CH:35][CH:36]=[CH:37][CH:38]=2)[CH3:32].